Predict the product of the given reaction. From a dataset of Forward reaction prediction with 1.9M reactions from USPTO patents (1976-2016). (1) Given the reactants [Si:1]([O:18][CH:19]([CH2:25][CH2:26][C:27]1[CH:32]=[CH:31][C:30]([O:33][CH3:34])=[C:29]([O:35][CH3:36])[C:28]=1[O:37][CH3:38])[CH2:20][C:21]([O:23]C)=[O:22])([C:14]([CH3:17])([CH3:16])[CH3:15])([C:8]1[CH:13]=[CH:12][CH:11]=[CH:10][CH:9]=1)[C:2]1[CH:7]=[CH:6][CH:5]=[CH:4][CH:3]=1.[OH-].[Na+], predict the reaction product. The product is: [Si:1]([O:18][CH:19]([CH2:25][CH2:26][C:27]1[CH:32]=[CH:31][C:30]([O:33][CH3:34])=[C:29]([O:35][CH3:36])[C:28]=1[O:37][CH3:38])[CH2:20][C:21]([OH:23])=[O:22])([C:14]([CH3:16])([CH3:17])[CH3:15])([C:2]1[CH:7]=[CH:6][CH:5]=[CH:4][CH:3]=1)[C:8]1[CH:13]=[CH:12][CH:11]=[CH:10][CH:9]=1. (2) Given the reactants [CH3:1][CH:2]([CH3:6])[CH:3]([NH2:5])[CH3:4].[CH2:7]=[C:8]1[O:12][C:10](=[O:11])[CH2:9]1, predict the reaction product. The product is: [CH3:1][CH:2]([CH3:6])[CH:3]([NH:5][C:10](=[O:11])[CH2:9][C:8](=[O:12])[CH3:7])[CH3:4].